This data is from Forward reaction prediction with 1.9M reactions from USPTO patents (1976-2016). The task is: Predict the product of the given reaction. (1) Given the reactants [CH3:1][O:2][C:3]1[CH:7]=[C:6]([C:8]([OH:10])=[O:9])[S:5][C:4]=1[C:11]([OH:13])=O.[CH2:14]([NH2:21])[C:15]1[CH:20]=[CH:19][CH:18]=[CH:17][CH:16]=1, predict the reaction product. The product is: [CH2:14]([N:21]([CH2:14][C:15]1[CH:20]=[CH:19][CH:18]=[CH:17][CH:16]=1)[C:11]([C:4]1[S:5][C:6]([C:8]([OH:10])=[O:9])=[CH:7][C:3]=1[O:2][CH3:1])=[O:13])[C:15]1[CH:20]=[CH:19][CH:18]=[CH:17][CH:16]=1. (2) Given the reactants Br[CH2:2][CH2:3][C:4]1[C:12]2[C:7](=[N:8][CH:9]=[C:10]([Cl:13])[CH:11]=2)[NH:6][C:5]=1[Si:14]([CH2:19][CH3:20])([CH2:17][CH3:18])[CH2:15][CH3:16].[N-:21]=[N+:22]=[N-:23].[Na+], predict the reaction product. The product is: [N:21]([CH2:2][CH2:3][C:4]1[C:12]2[C:7](=[N:8][CH:9]=[C:10]([Cl:13])[CH:11]=2)[NH:6][C:5]=1[Si:14]([CH2:19][CH3:20])([CH2:17][CH3:18])[CH2:15][CH3:16])=[N+:22]=[N-:23].